This data is from Reaction yield outcomes from USPTO patents with 853,638 reactions. The task is: Predict the reaction yield, written as a fraction of the theoretical maximum amount of product (1.0 means a 100% yield; for example, 0.34 means a 34% yield). (1) The reactants are [N:1]1[CH:6]=[CH:5][CH:4]=[CH:3][C:2]=1[N:7]1[C:11]([NH:12][C:13]2[CH:21]=[CH:20][CH:19]=[CH:18][C:14]=2[C:15](O)=O)=[CH:10][CH:9]=[N:8]1.P(Cl)(Cl)([Cl:24])=O.[OH-].[Na+]. The catalyst is O. The product is [Cl:24][C:15]1[C:14]2[C:13](=[CH:21][CH:20]=[CH:19][CH:18]=2)[N:12]=[C:11]2[N:7]([C:2]3[CH:3]=[CH:4][CH:5]=[CH:6][N:1]=3)[N:8]=[CH:9][C:10]=12. The yield is 0.760. (2) The reactants are O=[C:2]1[C:11]2[N:12]=[CH:13][S:14][C:10]=2[C:9]2[CH:8]=[CH:7][C:6]([C:15]([O:17][CH3:18])=[O:16])=[CH:5][C:4]=2[NH:3]1.CCN(C(C)C)C(C)C.O=P(Cl)(Cl)[Cl:30].O. The catalyst is C1(C)C=CC=CC=1.C(Cl)Cl. The product is [Cl:30][C:2]1[C:11]2[N:12]=[CH:13][S:14][C:10]=2[C:9]2[CH:8]=[CH:7][C:6]([C:15]([O:17][CH3:18])=[O:16])=[CH:5][C:4]=2[N:3]=1. The yield is 0.470.